Dataset: Full USPTO retrosynthesis dataset with 1.9M reactions from patents (1976-2016). Task: Predict the reactants needed to synthesize the given product. (1) Given the product [C:1]([Si:5]([CH3:33])([CH3:32])[O:6][CH:7]([C:26]1[CH:31]=[CH:30][CH:29]=[CH:28][CH:27]=1)[C:8]([C:10]1[CH:25]=[CH:24][C:13]2[N:14]=[C:15]([NH:36][CH2:34][CH3:35])[N:16]([S:17]([CH:20]([CH3:22])[CH3:21])(=[O:19])=[O:18])[C:12]=2[CH:11]=1)=[O:9])([CH3:4])([CH3:3])[CH3:2], predict the reactants needed to synthesize it. The reactants are: [C:1]([Si:5]([CH3:33])([CH3:32])[O:6][CH:7]([C:26]1[CH:31]=[CH:30][CH:29]=[CH:28][CH:27]=1)[C:8]([C:10]1[CH:25]=[CH:24][C:13]2[N:14]=[C:15](Cl)[N:16]([S:17]([CH:20]([CH3:22])[CH3:21])(=[O:19])=[O:18])[C:12]=2[CH:11]=1)=[O:9])([CH3:4])([CH3:3])[CH3:2].[CH2:34]([NH2:36])[CH3:35]. (2) The reactants are: Br[C:2]1[CH:3]=[C:4]([S:12]([NH:15][C:16]2[CH:25]=[CH:24][C:19]([C:20]([O:22]C)=[O:21])=[C:18]([OH:26])[CH:17]=2)(=[O:14])=[O:13])[CH:5]=[C:6]([C:8]([F:11])([F:10])[F:9])[CH:7]=1.[OH:27][C:28]1[CH:33]=[CH:32][CH:31]=[CH:30][C:29]=1B1OC(C)(C)C(C)(C)O1. Given the product [OH:26][C:18]1[CH:17]=[C:16]([NH:15][S:12]([C:4]2[CH:3]=[C:2]([C:29]3[CH:30]=[CH:31][CH:32]=[CH:33][C:28]=3[OH:27])[CH:7]=[C:6]([C:8]([F:10])([F:11])[F:9])[CH:5]=2)(=[O:13])=[O:14])[CH:25]=[CH:24][C:19]=1[C:20]([OH:22])=[O:21], predict the reactants needed to synthesize it. (3) The reactants are: C[O:2][C:3](=[O:16])[C:4]([CH3:15])([CH3:14])[CH2:5][C:6]1[CH:11]=[C:10]([O:12][CH3:13])[CH:9]=[CH:8][N:7]=1.[OH-].[Li+].Cl. Given the product [CH3:13][O:12][C:10]1[CH:9]=[CH:8][N:7]=[C:6]([CH2:5][C:4]([CH3:15])([CH3:14])[C:3]([OH:16])=[O:2])[CH:11]=1, predict the reactants needed to synthesize it. (4) Given the product [Br:2][C:3]1[CH:4]=[C:5]([C:10]2[N:50]([C:48]3[CH:47]=[CH:46][N:45]=[C:44]([Cl:43])[CH:49]=3)[N:51]=[C:12]([C:13]([OH:15])=[O:14])[CH:11]=2)[CH:6]=[C:7]([F:9])[CH:8]=1, predict the reactants needed to synthesize it. The reactants are: [Li].[Br:2][C:3]1[CH:4]=[C:5]([C:10]([O-])=[CH:11][C:12](=O)[C:13]([O:15]CC)=[O:14])[CH:6]=[C:7]([F:9])[CH:8]=1.ClC1C=C(C2N(C3C=CC=CN=3)N=C(C(O)=O)C=2)C=C(F)C=1.Cl.[Cl:43][C:44]1[CH:49]=[C:48]([NH:50][NH2:51])[CH:47]=[CH:46][N:45]=1. (5) Given the product [F:29][C:30]1[CH:35]=[CH:34][C:33]([C:36]2[N:38]=[C:26]([CH:11]3[CH2:12][CH:13]([C:15]4[CH:20]=[CH:19][C:18]([O:21][C:22]([F:23])([F:24])[F:25])=[CH:17][CH:16]=4)[CH2:14][N:9]([C:7]([N:1]4[CH2:2][CH2:3][O:4][CH2:5][CH2:6]4)=[O:8])[CH2:10]3)[O:28][N:37]=2)=[CH:32][CH:31]=1, predict the reactants needed to synthesize it. The reactants are: [N:1]1([C:7]([N:9]2[CH2:14][CH:13]([C:15]3[CH:20]=[CH:19][C:18]([O:21][C:22]([F:25])([F:24])[F:23])=[CH:17][CH:16]=3)[CH2:12][CH:11]([C:26]([OH:28])=O)[CH2:10]2)=[O:8])[CH2:6][CH2:5][O:4][CH2:3][CH2:2]1.[F:29][C:30]1[CH:35]=[CH:34][C:33]([C:36](=[N:38]O)[NH2:37])=[CH:32][CH:31]=1.